Dataset: Full USPTO retrosynthesis dataset with 1.9M reactions from patents (1976-2016). Task: Predict the reactants needed to synthesize the given product. (1) Given the product [CH3:24][C:14]1[C:15]([NH:12][CH2:13][CH:14]([CH3:24])[CH3:15])=[C:16]([N+:17]([O-:19])=[O:18])[C:11]([O:9][C:3]2[CH:8]=[CH:7][CH:6]=[CH:5][CH:4]=2)=[N:12][C:13]=1[CH3:25], predict the reactants needed to synthesize it. The reactants are: [H-].[Na+].[C:3]1([OH:9])[CH:8]=[CH:7][CH:6]=[CH:5][CH:4]=1.Cl[C:11]1[C:16]([N+:17]([O-:19])=[O:18])=[C:15](CC(C)C)[C:14]([CH3:24])=[C:13]([CH3:25])[N:12]=1. (2) Given the product [CH3:12][NH:11][C:9](=[O:10])[NH:8][C:5]1[N:6]=[CH:7][C:2]([C:41]2[CH:42]=[N:43][CH:44]=[C:45]([C:46]([O:48][CH3:49])=[O:47])[CH:50]=2)=[C:3]([C:13]2[S:14][CH:15]=[C:16]([C:18]([F:21])([F:20])[F:19])[N:17]=2)[CH:4]=1, predict the reactants needed to synthesize it. The reactants are: Br[C:2]1[C:3]([C:13]2[S:14][CH:15]=[C:16]([C:18]([F:21])([F:20])[F:19])[N:17]=2)=[CH:4][C:5]([NH:8][C:9]([NH:11][CH3:12])=[O:10])=[N:6][CH:7]=1.O1CCOCC1.C(=O)(O)[O-].[Na+].CC1(C)C(C)(C)OB([C:41]2[CH:42]=[N:43][CH:44]=[C:45]([CH:50]=2)[C:46]([O:48][CH3:49])=[O:47])O1. (3) Given the product [F:29][C:28]([F:31])([F:30])[C:26]([OH:32])=[O:27].[CH2:17]([O:16][C:14]([N:11]1[CH2:12][CH2:13][NH:8][CH2:9][C:10]1([CH3:25])[CH3:24])=[O:15])[C:18]1[CH:19]=[CH:20][CH:21]=[CH:22][CH:23]=1, predict the reactants needed to synthesize it. The reactants are: C(OC([N:8]1[CH2:13][CH2:12][N:11]([C:14]([O:16][CH2:17][C:18]2[CH:23]=[CH:22][CH:21]=[CH:20][CH:19]=2)=[O:15])[C:10]([CH3:25])([CH3:24])[CH2:9]1)=O)(C)(C)C.[C:26]([OH:32])([C:28]([F:31])([F:30])[F:29])=[O:27]. (4) Given the product [CH:20]([N:19]1[C:18](=[O:23])[NH:17][N:16]=[C:15]1[C:13]1[S:12][C:11]2[C:5]3[CH:4]=[CH:3][C:2]([C:25]#[N:26])=[CH:24][C:6]=3[O:7][CH2:8][CH2:9][C:10]=2[CH:14]=1)([CH3:22])[CH3:21], predict the reactants needed to synthesize it. The reactants are: Br[C:2]1[CH:3]=[CH:4][C:5]2[C:11]3[S:12][C:13]([C:15]4[N:19]([CH:20]([CH3:22])[CH3:21])[C:18](=[O:23])[NH:17][N:16]=4)=[CH:14][C:10]=3[CH2:9][CH2:8][O:7][C:6]=2[CH:24]=1.[C:25]([Cu])#[N:26].